Predict the reactants needed to synthesize the given product. From a dataset of Full USPTO retrosynthesis dataset with 1.9M reactions from patents (1976-2016). (1) Given the product [CH:2]([C:1]1[C:6]2[CH2:12][CH2:11][CH2:10][C:9]3[CH:13]=[C:14]([N:17]4[CH2:21][C@H:20]([CH2:22][NH:23][C:24](=[O:26])[CH3:25])[O:19][C:18]4=[O:27])[CH:15]=[CH:16][C:8]=3[C:7]=2[NH:31][N:30]=1)([CH3:4])[CH3:3], predict the reactants needed to synthesize it. The reactants are: [C:1]([CH:6]1[CH2:12][CH2:11][CH2:10][C:9]2[CH:13]=[C:14]([N:17]3[CH2:21][C@H:20]([CH2:22][NH:23][C:24](=[O:26])[CH3:25])[O:19][C:18]3=[O:27])[CH:15]=[CH:16][C:8]=2[C:7]1=O)(=O)[CH:2]([CH3:4])[CH3:3].Cl.[NH2:30][NH2:31].C(=O)(O)[O-].[Na+]. (2) The reactants are: [Cl-].[Cl:2][CH:3]=[N+:4]([CH3:6])[CH3:5].C([Si](C(C)C)(C(C)C)[N:11]1[CH:15]=[CH:14][CH:13]=[CH:12]1)(C)C. Given the product [Cl-:2].[CH3:5][N+:4]([CH3:6])=[CH:3][C:13]1[CH:14]=[CH:15][NH:11][CH:12]=1, predict the reactants needed to synthesize it.